From a dataset of Reaction yield outcomes from USPTO patents with 853,638 reactions. Predict the reaction yield, written as a fraction of the theoretical maximum amount of product (1.0 means a 100% yield; for example, 0.34 means a 34% yield). (1) The reactants are C(OC([N:8]1[CH2:17][CH2:16][C:15]2[C:11](=[CH:12][N:13]([C:18]3[C:27]4[C:22](=[CH:23][CH:24]=[C:25]([O:28][CH3:29])[N:26]=4)[N:21]=[CH:20][CH:19]=3)[N:14]=2)[CH2:10][CH2:9]1)=O)(C)(C)C.C(OC(N1CCC(=O)C(=CO)CC1)=O)(C)(C)C.COC1N=C2C(=CC=1)N=CC=C2NN.C1(C)C=CC(S(O)(=O)=O)=CC=1. The catalyst is C1COCC1.C(Cl)Cl.[OH-].[Na+]. The product is [CH3:29][O:28][C:25]1[N:26]=[C:27]2[C:22](=[CH:23][CH:24]=1)[N:21]=[CH:20][CH:19]=[C:18]2[N:13]1[CH:12]=[C:11]2[C:15]([CH2:16][CH2:17][NH:8][CH2:9][CH2:10]2)=[N:14]1. The yield is 0.650. (2) The reactants are C(OC(=O)[NH:7][C@H:8]1[C:14](=[O:15])[NH:13][C:12]2[CH:16]=[CH:17][CH:18]=[CH:19][C:11]=2[O:10][C@H:9]1[CH2:20][CH3:21])(C)(C)C.P(=O)(O)(O)O. The catalyst is O1CCCC1. The product is [NH2:7][C@H:8]1[C:14](=[O:15])[NH:13][C:12]2[CH:16]=[CH:17][CH:18]=[CH:19][C:11]=2[O:10][C@H:9]1[CH2:20][CH3:21]. The yield is 1.00. (3) The reactants are [Cl:1][C:2]1[CH:25]=[CH:24][C:5]([CH2:6][C:7]2[CH:8]=[N:9][NH:10][C:11]=2[C@H:12]2[CH2:16][CH2:15][CH2:14][N:13]2[C:17]([O:19]C(C)(C)C)=O)=[CH:4][CH:3]=1.CCN(C(C)C)C(C)C.[N:35]([C:38]1[CH:43]=[CH:42][C:41]([C:44]([F:47])([F:46])[F:45])=[CH:40][CH:39]=1)=C=O. The catalyst is Cl.O1CCOCC1. The product is [Cl:1][C:2]1[CH:3]=[CH:4][C:5]([CH2:6][C:7]2[CH:8]=[N:9][NH:10][C:11]=2[C@H:12]2[CH2:16][CH2:15][CH2:14][N:13]2[C:17]([NH:35][C:38]2[CH:43]=[CH:42][C:41]([C:44]([F:45])([F:46])[F:47])=[CH:40][CH:39]=2)=[O:19])=[CH:24][CH:25]=1. The yield is 0.280. (4) The reactants are C(N(CC)CC)C.[C:8]([NH:11][C:12]1[S:13][C:14]([S:18](Cl)(=[O:20])=[O:19])=[C:15]([CH3:17])[N:16]=1)(=[O:10])[CH3:9].[CH:22]([O:35][C:36]1[C:37]2[C:49](=[O:50])[N:48]([CH2:51][C:52]3[CH:57]=[CH:56][C:55]([F:58])=[CH:54][CH:53]=3)[CH2:47][C:38]=2[C:39]([OH:46])=[C:40]2[C:45]=1[N:44]=[CH:43][CH:42]=[CH:41]2)([C:29]1[CH:34]=[CH:33][CH:32]=[CH:31][CH:30]=1)[C:23]1[CH:28]=[CH:27][CH:26]=[CH:25][CH:24]=1.CCOC(C)=O.CCCCCC. The catalyst is CN(C1C=CN=CC=1)C.CCOC(C)=O. The product is [CH:22]([O:35][C:36]1[C:37]2[C:49](=[O:50])[N:48]([CH2:51][C:52]3[CH:57]=[CH:56][C:55]([F:58])=[CH:54][CH:53]=3)[CH2:47][C:38]=2[C:39]([O:46][S:18]([C:14]2[S:13][C:12]([NH:11][C:8](=[O:10])[CH3:9])=[N:16][C:15]=2[CH3:17])(=[O:19])=[O:20])=[C:40]2[C:45]=1[N:44]=[CH:43][CH:42]=[CH:41]2)([C:23]1[CH:28]=[CH:27][CH:26]=[CH:25][CH:24]=1)[C:29]1[CH:30]=[CH:31][CH:32]=[CH:33][CH:34]=1. The yield is 0.790. (5) The reactants are Cl.[F:2][C:3]1[C:4]([F:19])=[CH:5][C:6]2[N:15]=[C:14]([NH2:16])[C:13]3[CH:12]=[C:11]([CH3:17])[S:10][C:9]=3[NH:8][C:7]=2[CH:18]=1.[CH3:20][O:21][CH2:22][CH2:23][CH:24]1[CH2:29]N[CH2:27][CH2:26][NH:25]1.CS(C)=O. The catalyst is C1(C)C=CC=CC=1. The product is [F:2][C:3]1[C:4]([F:19])=[CH:5][C:6]2[N:15]=[C:14]([N:16]3[CH2:27][CH2:26][NH:25][C@@H:24]([CH2:23][CH2:22][O:21][CH3:20])[CH2:29]3)[C:13]3[CH:12]=[C:11]([CH3:17])[S:10][C:9]=3[NH:8][C:7]=2[CH:18]=1. The yield is 0.660. (6) The reactants are C(NC(C)C)(C)C.C([Li])CCC.[CH3:13][O:14][C:15](=[O:27])[CH2:16][C:17]1[CH:22]=[CH:21][C:20]([Cl:23])=[C:19]([N+:24]([O-:26])=[O:25])[CH:18]=1.I[CH2:29][CH:30]1[CH2:34][CH2:33][CH2:32][CH2:31]1. The catalyst is O1CCCC1.CN1CCCN(C)C1=O. The product is [CH3:13][O:14][C:15](=[O:27])[CH:16]([C:17]1[CH:22]=[CH:21][C:20]([Cl:23])=[C:19]([N+:24]([O-:26])=[O:25])[CH:18]=1)[CH2:29][CH:30]1[CH2:34][CH2:33][CH2:32][CH2:31]1. The yield is 0.320. (7) The reactants are [Br:1][C:2]1[CH:3]=[C:4]([C:14]([OH:16])=O)[C:5]2[CH:6]=[N:7][N:8]([CH:11]([CH3:13])[CH3:12])[C:9]=2[CH:10]=1.[NH2:17][CH2:18][C:19]1[C:20](=[O:32])[NH:21][C:22]([CH3:31])=[CH:23][C:24]=1[C:25]1[CH:30]=[CH:29][N:28]=[CH:27][CH:26]=1.ON1C2N=CC=CC=2N=N1.CN1CCOCC1. The catalyst is C(Cl)CCl.CS(C)=O. The product is [Br:1][C:2]1[CH:3]=[C:4]([C:14]([NH:17][CH2:18][C:19]2[C:20](=[O:32])[NH:21][C:22]([CH3:31])=[CH:23][C:24]=2[C:25]2[CH:26]=[CH:27][N:28]=[CH:29][CH:30]=2)=[O:16])[C:5]2[CH:6]=[N:7][N:8]([CH:11]([CH3:12])[CH3:13])[C:9]=2[CH:10]=1. The yield is 0.430. (8) The reactants are [Cl:1][C:2]1[CH:16]=[CH:15][C:5]([CH2:6][C:7]2(O)[CH2:10][CH:9]([C:11]([OH:13])=[O:12])[CH2:8]2)=[CH:4][CH:3]=1.[C-]#[N:18].[K+].OS(O)(=O)=O.[C:25]([OH:31])(C(F)(F)F)=O. No catalyst specified. The product is [Cl:1][C:2]1[CH:16]=[CH:15][C:5]([CH2:6][C:7]2([NH:18][CH:25]=[O:31])[CH2:10][CH:9]([C:11]([OH:13])=[O:12])[CH2:8]2)=[CH:4][CH:3]=1. The yield is 0.450. (9) The reactants are C(OC([N:8]1[CH2:12][CH2:11][CH2:10][C@@H:9]1[CH2:13][O:14][C:15]1[CH:20]=[CH:19][C:18]([O:21][C:22]2[CH:27]=[CH:26][C:25]([Cl:28])=[CH:24][CH:23]=2)=[CH:17][CH:16]=1)=O)(C)(C)C.Cl. The catalyst is O1CCOCC1. The yield is 0.840. The product is [Cl:28][C:25]1[CH:26]=[CH:27][C:22]([O:21][C:18]2[CH:19]=[CH:20][C:15]([O:14][CH2:13][C@H:9]3[CH2:10][CH2:11][CH2:12][NH:8]3)=[CH:16][CH:17]=2)=[CH:23][CH:24]=1.